This data is from Full USPTO retrosynthesis dataset with 1.9M reactions from patents (1976-2016). The task is: Predict the reactants needed to synthesize the given product. Given the product [C:25]([O:28][C:29]1[CH:37]=[CH:36][CH:35]=[CH:34][C:30]=1[C:31]([O-:33])=[O:32])(=[O:27])[CH3:26].[CH2:15]([N+:12]([CH2:2][CH2:3][CH2:4][CH2:5][CH2:6][CH2:7][CH2:8][CH2:9][CH2:10][CH3:11])([CH3:14])[CH3:13])[CH2:16][CH2:17][CH2:18][CH2:19][CH2:20][CH2:21][CH2:22][CH2:23][CH3:24], predict the reactants needed to synthesize it. The reactants are: [Cl-].[CH2:2]([N+:12]([CH2:15][CH2:16][CH2:17][CH2:18][CH2:19][CH2:20][CH2:21][CH2:22][CH2:23][CH3:24])([CH3:14])[CH3:13])[CH2:3][CH2:4][CH2:5][CH2:6][CH2:7][CH2:8][CH2:9][CH2:10][CH3:11].[C:25]([O:28][C:29]1[C:30](=[CH:34][CH:35]=[CH:36][CH:37]=1)[C:31]([OH:33])=[O:32])(=[O:27])[CH3:26].[OH-].[Na+].